This data is from Full USPTO retrosynthesis dataset with 1.9M reactions from patents (1976-2016). The task is: Predict the reactants needed to synthesize the given product. (1) Given the product [N:37]1([CH2:36][C:34]2[CH:33]=[CH:32][C:30]3[NH:31][C:27]([C:10]4[C:11]([NH:13][C:14](=[O:26])[C:15]5[CH:20]=[CH:19][CH:18]=[CH:17][C:16]=5[O:21][C:22]([F:23])([F:24])[F:25])=[CH:12][NH:8][N:9]=4)=[N:28][C:29]=3[CH:35]=2)[CH2:38][CH2:39][O:40][CH2:41][CH2:42]1, predict the reactants needed to synthesize it. The reactants are: COC1C=CC(C[N:8]2[CH:12]=[C:11]([NH:13][C:14](=[O:26])[C:15]3[CH:20]=[CH:19][CH:18]=[CH:17][C:16]=3[O:21][C:22]([F:25])([F:24])[F:23])[C:10]([C:27]3[NH:31][C:30]4[CH:32]=[CH:33][C:34]([CH2:36][N:37]5[CH2:42][CH2:41][O:40][CH2:39][CH2:38]5)=[CH:35][C:29]=4[N:28]=3)=[N:9]2)=CC=1.C1(OC)C=CC=CC=1. (2) Given the product [Cl:54][C:50]1[CH:51]=[CH:52][CH:53]=[C:26]([Cl:25])[C:27]=1[C:28]([NH:30][C@H:31]([C:46]([OH:48])=[O:47])[CH2:32][C:33]1[CH:34]=[CH:35][C:36]([O:39][CH:40]2[CH2:45][CH2:44][N:43]([C:55](=[O:57])[CH3:56])[CH2:42][CH2:41]2)=[CH:37][CH:38]=1)=[O:29], predict the reactants needed to synthesize it. The reactants are: CN(C(ON1N=NC2C=CC=NC1=2)=[N+](C)C)C.F[P-](F)(F)(F)(F)F.[Cl:25][C:26]1[CH:53]=[CH:52][CH:51]=[C:50]([Cl:54])[C:27]=1[C:28]([NH:30][C@H:31]([C:46]([O:48]C)=[O:47])[CH2:32][C:33]1[CH:38]=[CH:37][C:36]([O:39][CH:40]2[CH2:45][CH2:44][NH:43][CH2:42][CH2:41]2)=[CH:35][CH:34]=1)=[O:29].[C:55](O)(=[O:57])[CH3:56].C(N(CC)CC)C. (3) The reactants are: [CH3:1][O:2][C:3](=[O:6])[CH2:4][SH:5].C(=O)([O-])[O-].[K+].[K+].[C:13]([O:17][C:18](=[O:21])[CH2:19]Br)([CH3:16])([CH3:15])[CH3:14]. Given the product [C:13]([O:17][C:18](=[O:21])[CH2:19][S:5][CH2:4][C:3]([O:2][CH3:1])=[O:6])([CH3:16])([CH3:15])[CH3:14], predict the reactants needed to synthesize it. (4) The reactants are: [Br-].[CH2:2]([P+:4]([CH2:10][CH3:11])([CH2:8][CH3:9])[CH2:5][O:6][CH3:7])[CH3:3].[N-:12]([C:15]#[N:16])[C:13]#[N:14].[Na+]. Given the product [N-:12]([C:15]#[N:16])[C:13]#[N:14].[CH2:2]([P+:4]([CH2:10][CH3:11])([CH2:8][CH3:9])[CH2:5][O:6][CH3:7])[CH3:3], predict the reactants needed to synthesize it. (5) Given the product [O:1]1[C:5]2([CH2:10][CH2:9][CH:8]([C:11]3[N:12]=[CH:13][C:14]([NH2:17])=[CH:15][CH:16]=3)[CH2:7][CH2:6]2)[O:4][CH2:3][CH2:2]1, predict the reactants needed to synthesize it. The reactants are: [O:1]1[C:5]2([CH2:10][CH2:9][C:8]([C:11]3[CH:16]=[CH:15][C:14]([N+:17]([O-])=O)=[CH:13][N:12]=3)=[CH:7][CH2:6]2)[O:4][CH2:3][CH2:2]1. (6) Given the product [CH2:1]([N:4]([C:5]1[N:14]=[C:13]([NH:15][C:30](=[O:31])[NH:29][C:25]([CH3:28])([CH3:27])[CH3:26])[C:12]2[C:7](=[CH:8][CH:9]=[C:10]([N+:16]([O-:18])=[O:17])[CH:11]=2)[N:6]=1)[C:35](=[O:36])[NH:33][C:20]([CH3:23])([CH3:21])[CH3:19])[CH:2]=[CH2:3], predict the reactants needed to synthesize it. The reactants are: [CH2:1]([NH:4][C:5]1[N:14]=[C:13]([NH2:15])[C:12]2[C:7](=[CH:8][CH:9]=[C:10]([N+:16]([O-:18])=[O:17])[CH:11]=2)[N:6]=1)[CH:2]=[CH2:3].[CH3:19][C:20]([CH3:23])([O-])[CH3:21].[K+].[C:25]([N:29]=[C:30]=[O:31])([CH3:28])([CH3:27])[CH3:26].C[N:33]([CH:35]=[O:36])C.